Dataset: NCI-60 drug combinations with 297,098 pairs across 59 cell lines. Task: Regression. Given two drug SMILES strings and cell line genomic features, predict the synergy score measuring deviation from expected non-interaction effect. (1) Drug 1: CC1C(C(CC(O1)OC2CC(CC3=C2C(=C4C(=C3O)C(=O)C5=C(C4=O)C(=CC=C5)OC)O)(C(=O)C)O)N)O.Cl. Drug 2: CCC1(C2=C(COC1=O)C(=O)N3CC4=CC5=C(C=CC(=C5CN(C)C)O)N=C4C3=C2)O.Cl. Cell line: SF-268. Synergy scores: CSS=26.6, Synergy_ZIP=-6.15, Synergy_Bliss=-5.87, Synergy_Loewe=-17.4, Synergy_HSA=-5.86. (2) Drug 1: C1=CC=C(C=C1)NC(=O)CCCCCCC(=O)NO. Drug 2: C1CCC(C(C1)N)N.C(=O)(C(=O)[O-])[O-].[Pt+4]. Cell line: SK-MEL-5. Synergy scores: CSS=53.1, Synergy_ZIP=-8.96, Synergy_Bliss=0.794, Synergy_Loewe=1.90, Synergy_HSA=2.75. (3) Synergy scores: CSS=9.74, Synergy_ZIP=-8.36, Synergy_Bliss=-0.0375, Synergy_Loewe=-11.4, Synergy_HSA=-1.43. Drug 2: C(CN)CNCCSP(=O)(O)O. Drug 1: C1=CC(=CC=C1CCCC(=O)O)N(CCCl)CCCl. Cell line: SF-268. (4) Synergy scores: CSS=49.7, Synergy_ZIP=-0.0970, Synergy_Bliss=2.21, Synergy_Loewe=-1.89, Synergy_HSA=5.26. Cell line: TK-10. Drug 1: COC1=CC(=CC(=C1O)OC)C2C3C(COC3=O)C(C4=CC5=C(C=C24)OCO5)OC6C(C(C7C(O6)COC(O7)C8=CC=CS8)O)O. Drug 2: CC=C1C(=O)NC(C(=O)OC2CC(=O)NC(C(=O)NC(CSSCCC=C2)C(=O)N1)C(C)C)C(C)C. (5) Synergy scores: CSS=59.4, Synergy_ZIP=-6.58, Synergy_Bliss=-8.25, Synergy_Loewe=-49.5, Synergy_HSA=-6.17. Drug 1: CC1C(C(=O)NC(C(=O)N2CCCC2C(=O)N(CC(=O)N(C(C(=O)O1)C(C)C)C)C)C(C)C)NC(=O)C3=C4C(=C(C=C3)C)OC5=C(C(=O)C(=C(C5=N4)C(=O)NC6C(OC(=O)C(N(C(=O)CN(C(=O)C7CCCN7C(=O)C(NC6=O)C(C)C)C)C)C(C)C)C)N)C. Drug 2: COC1=C2C(=CC3=C1OC=C3)C=CC(=O)O2. Cell line: K-562. (6) Drug 1: C1CCN(CC1)CCOC2=CC=C(C=C2)C(=O)C3=C(SC4=C3C=CC(=C4)O)C5=CC=C(C=C5)O. Drug 2: CC1=C(C(=O)C2=C(C1=O)N3CC4C(C3(C2COC(=O)N)OC)N4)N. Cell line: OVCAR-8. Synergy scores: CSS=26.7, Synergy_ZIP=-3.65, Synergy_Bliss=-0.0238, Synergy_Loewe=-18.1, Synergy_HSA=-0.902. (7) Drug 1: CN(C)C1=NC(=NC(=N1)N(C)C)N(C)C. Drug 2: CC1=CC=C(C=C1)C2=CC(=NN2C3=CC=C(C=C3)S(=O)(=O)N)C(F)(F)F. Cell line: SK-MEL-28. Synergy scores: CSS=-7.30, Synergy_ZIP=3.04, Synergy_Bliss=0.0426, Synergy_Loewe=-3.28, Synergy_HSA=-4.89. (8) Drug 1: C1=CC(=CC=C1CC(C(=O)O)N)N(CCCl)CCCl.Cl. Drug 2: C1=CC(=CC=C1CCCC(=O)O)N(CCCl)CCCl. Cell line: SF-539. Synergy scores: CSS=32.0, Synergy_ZIP=-4.76, Synergy_Bliss=-1.20, Synergy_Loewe=-2.01, Synergy_HSA=0.0819. (9) Drug 1: CC(CN1CC(=O)NC(=O)C1)N2CC(=O)NC(=O)C2. Drug 2: CC12CCC3C(C1CCC2OP(=O)(O)O)CCC4=C3C=CC(=C4)OC(=O)N(CCCl)CCCl.[Na+]. Cell line: IGROV1. Synergy scores: CSS=15.4, Synergy_ZIP=-7.99, Synergy_Bliss=-8.09, Synergy_Loewe=-8.01, Synergy_HSA=-5.71.